Dataset: Forward reaction prediction with 1.9M reactions from USPTO patents (1976-2016). Task: Predict the product of the given reaction. (1) Given the reactants [Br:1][C:2]1[CH:7]=[CH:6][C:5](/[CH:8]=[CH:9]/[C:10](OC)=[O:11])=[CH:4][CH:3]=1.[H-].[Al+3].[Li+].[H-].[H-].[H-], predict the reaction product. The product is: [Br:1][C:2]1[CH:3]=[CH:4][C:5]([CH2:8][CH2:9][CH2:10][OH:11])=[CH:6][CH:7]=1. (2) Given the reactants Br[C:2]1[C:3]([O:37][CH3:38])=[C:4]2[C:8](=[CH:9][CH:10]=1)[N:7]([C:11]([C:24]1[CH:29]=[CH:28][CH:27]=[CH:26][CH:25]=1)([C:18]1[CH:23]=[CH:22][CH:21]=[CH:20][CH:19]=1)[C:12]1[CH:17]=[CH:16][CH:15]=[CH:14][CH:13]=1)[N:6]=[C:5]2[C:30]1[CH:35]=[CH:34][CH:33]=[C:32]([F:36])[CH:31]=1.CC(C)([O-])C.[Na+].C(=[NH:58])(C1C=CC=CC=1)C1C=CC=CC=1.C1(P(C2C=CC=CC=2)C2C=CC3C(=CC=CC=3)C=2C2C3C(=CC=CC=3)C=CC=2P(C2C=CC=CC=2)C2C=CC=CC=2)C=CC=CC=1, predict the reaction product. The product is: [F:36][C:32]1[CH:31]=[C:30]([C:5]2[C:4]3[C:8](=[CH:9][CH:10]=[C:2]([NH2:58])[C:3]=3[O:37][CH3:38])[N:7]([C:11]([C:12]3[CH:17]=[CH:16][CH:15]=[CH:14][CH:13]=3)([C:24]3[CH:29]=[CH:28][CH:27]=[CH:26][CH:25]=3)[C:18]3[CH:19]=[CH:20][CH:21]=[CH:22][CH:23]=3)[N:6]=2)[CH:35]=[CH:34][CH:33]=1. (3) The product is: [CH2:24]([O:23]/[CH:22]=[CH:21]/[C:2]1[CH:3]=[CH:4][C:5]2[N:6]([C:8]([C:11]([O:13][CH2:14][CH3:15])=[O:12])=[CH:9][N:10]=2)[CH:7]=1)[CH3:25]. Given the reactants Br[C:2]1[CH:3]=[CH:4][C:5]2[N:6]([C:8]([C:11]([O:13][CH2:14][CH3:15])=[O:12])=[CH:9][N:10]=2)[CH:7]=1.C([Sn](CCCC)(CCCC)[CH:21]=[CH:22][O:23][CH2:24][CH3:25])CCC, predict the reaction product. (4) Given the reactants Br[CH2:2][CH2:3][CH2:4][N:5]1[C:9]2=[N:10][CH:11]=[N:12][C:13]([NH2:14])=[C:8]2[C:7]([I:15])=[N:6]1.[CH3:16][N:17]1[CH2:22][CH2:21][NH:20][CH2:19][CH2:18]1.C(N(CC)CC)C, predict the reaction product. The product is: [I:15][C:7]1[C:8]2[C:9](=[N:10][CH:11]=[N:12][C:13]=2[NH2:14])[N:5]([CH2:4][CH2:3][CH2:2][N:20]2[CH2:21][CH2:22][N:17]([CH3:16])[CH2:18][CH2:19]2)[N:6]=1. (5) Given the reactants [C:1]([C:3]1[CH:8]=[CH:7][C:6]([C:9]2[CH:10]=[C:11]([CH3:14])[NH:12][CH:13]=2)=[CH:5][CH:4]=1)#[N:2].C[N+](C)=CCl.[Cl-].[C:21](=O)(O)[O-:22].[Na+], predict the reaction product. The product is: [C:1]([C:3]1[CH:4]=[CH:5][C:6]([C:9]2[CH:10]=[C:11]([CH3:14])[NH:12][C:13]=2[CH:21]=[O:22])=[CH:7][CH:8]=1)#[N:2]. (6) Given the reactants [CH2:1]([S:3]([N:6]1[CH2:11][CH2:10][CH:9]([C:12]2[C:20]3[C:15](=[C:16]([C:29]([NH2:31])=[O:30])[CH:17]=[C:18]([C:21]4[CH:26]=[CH:25][CH:24]=[C:23]([CH:27]=O)[CH:22]=4)[CH:19]=3)[NH:14][CH:13]=2)[CH2:8][CH2:7]1)(=[O:5])=[O:4])[CH3:2].[N:32]1([C:38]2([CH2:44][NH2:45])[CH2:43][CH2:42][CH2:41][CH2:40][CH2:39]2)[CH2:37][CH2:36][CH2:35][CH2:34][CH2:33]1.[BH-](OC(C)=O)(OC(C)=O)OC(C)=O.[Na+], predict the reaction product. The product is: [CH2:1]([S:3]([N:6]1[CH2:7][CH2:8][CH:9]([C:12]2[C:20]3[C:15](=[C:16]([C:29]([NH2:31])=[O:30])[CH:17]=[C:18]([C:21]4[CH:26]=[CH:25][CH:24]=[C:23]([CH2:27][NH:45][CH2:44][C:38]5([N:32]6[CH2:37][CH2:36][CH2:35][CH2:34][CH2:33]6)[CH2:39][CH2:40][CH2:41][CH2:42][CH2:43]5)[CH:22]=4)[CH:19]=3)[NH:14][CH:13]=2)[CH2:10][CH2:11]1)(=[O:5])=[O:4])[CH3:2]. (7) Given the reactants [N+:1]([C:4]1[CH:9]=[CH:8][C:7]([C:10]2[N:11]=[C:12]([C:15]3[CH:20]=[CH:19][CH:18]=[CH:17][CH:16]=3)[O:13][CH:14]=2)=[CH:6][CH:5]=1)([O-])=O.C(O)(=O)C, predict the reaction product. The product is: [C:15]1([C:12]2[O:13][CH:14]=[C:10]([C:7]3[CH:6]=[CH:5][C:4]([NH2:1])=[CH:9][CH:8]=3)[N:11]=2)[CH:16]=[CH:17][CH:18]=[CH:19][CH:20]=1.